Dataset: Human liver microsome stability data. Task: Regression/Classification. Given a drug SMILES string, predict its absorption, distribution, metabolism, or excretion properties. Task type varies by dataset: regression for continuous measurements (e.g., permeability, clearance, half-life) or binary classification for categorical outcomes (e.g., BBB penetration, CYP inhibition). Dataset: hlm. (1) The molecule is C=CCN(C(=O)CCC(=O)Nc1ccc(-c2ccc(OCC(=O)O)cc2)cc1Cl)c1ccc(C(C)(C)C)cc1Cl. The result is 1 (stable in human liver microsomes). (2) The molecule is N=c1c(C(=O)NC2CCCCC2)cc2c(=O)n3ccccc3nc2n1Cc1ccccc1. The result is 1 (stable in human liver microsomes). (3) The compound is O=C(O)[C@H]1C2CCC(CC2)[C@@H]1Nc1nc(-c2c[nH]c3ncc(F)cc23)nc2sccc12. The result is 0 (unstable in human liver microsomes).